Dataset: TCR-epitope binding with 47,182 pairs between 192 epitopes and 23,139 TCRs. Task: Binary Classification. Given a T-cell receptor sequence (or CDR3 region) and an epitope sequence, predict whether binding occurs between them. (1) The epitope is GILGFVFTL. The TCR CDR3 sequence is CSVADYSGLVPSTDTQYF. Result: 1 (the TCR binds to the epitope). (2) The epitope is ITEEVGHTDLMAAY. The TCR CDR3 sequence is CASSQEPFRVAGDNEQFF. Result: 0 (the TCR does not bind to the epitope). (3) The epitope is GTSGSPIINR. The TCR CDR3 sequence is CSPLHRGQGETQYF. Result: 1 (the TCR binds to the epitope).